From a dataset of Full USPTO retrosynthesis dataset with 1.9M reactions from patents (1976-2016). Predict the reactants needed to synthesize the given product. (1) Given the product [Br:26][C:27]1[CH:32]=[CH:31][C:30]([NH:33][C:34]([NH:6][CH2:7][C:8]2[CH:9]=[C:10]3[C:14](=[CH:15][CH:16]=2)[C:13](=[O:17])[N:12]([CH:18]2[CH2:23][CH2:22][C:21](=[O:24])[NH:20][C:19]2=[O:25])[CH2:11]3)=[O:35])=[CH:29][CH:28]=1, predict the reactants needed to synthesize it. The reactants are: CS(O)(=O)=O.[NH2:6][CH2:7][C:8]1[CH:9]=[C:10]2[C:14](=[CH:15][CH:16]=1)[C:13](=[O:17])[N:12]([CH:18]1[CH2:23][CH2:22][C:21](=[O:24])[NH:20][C:19]1=[O:25])[CH2:11]2.[Br:26][C:27]1[CH:32]=[CH:31][C:30]([N:33]=[C:34]=[O:35])=[CH:29][CH:28]=1.Cl. (2) Given the product [CH2:1]1[O:9][C:8]2[CH:7]=[CH:6][C:5]([CH:10]3[C:22]4[NH:21][C:20]5[C:15](=[CH:16][CH:17]=[CH:18][CH:19]=5)[C:14]=4[CH2:13][CH2:12][N:11]3[C:24]3[N:29]=[CH:28][C:27]([Br:30])=[CH:26][N:25]=3)=[CH:4][C:3]=2[O:2]1, predict the reactants needed to synthesize it. The reactants are: [CH2:1]1[O:9][C:8]2[CH:7]=[CH:6][C:5]([CH:10]3[C:22]4[NH:21][C:20]5[C:15](=[CH:16][CH:17]=[CH:18][CH:19]=5)[C:14]=4[CH2:13][CH2:12][NH:11]3)=[CH:4][C:3]=2[O:2]1.Cl[C:24]1[N:29]=[CH:28][C:27]([Br:30])=[CH:26][N:25]=1.C(N(CC)C(C)C)(C)C. (3) Given the product [N:18]1([CH2:17][CH2:16][N:1]2[CH:5]=[C:4]([C:6]3[CH:11]=[C:10]([C:12]#[N:13])[CH:9]=[CH:8][N:7]=3)[N:3]=[CH:2]2)[CH2:22][CH2:21][CH2:20][CH2:19]1, predict the reactants needed to synthesize it. The reactants are: [NH:1]1[CH:5]=[C:4]([C:6]2[CH:11]=[C:10]([C:12]#[N:13])[CH:9]=[CH:8][N:7]=2)[N:3]=[CH:2]1.Cl.Cl[CH2:16][CH2:17][N:18]1[CH2:22][CH2:21][CH2:20][CH2:19]1.C(=O)([O-])[O-].[Cs+].[Cs+]. (4) Given the product [C:5]1(=[O:27])[C:6]2[C:11](=[CH:10][C:9]([C:21]([OH:23])=[O:22])=[CH:8][CH:7]=2)[CH2:12][CH2:13][CH2:4]1, predict the reactants needed to synthesize it. The reactants are: C1O[C:4]2([CH2:13][CH2:12][C:11]3[C:6](=[CH:7][CH:8]=[C:9](Br)[CH:10]=3)[CH2:5]2)OC1.C([Li])(C)(C)C.[C:21](=[O:23])=[O:22].C1C[O:27]CC1. (5) Given the product [CH2:29]([N:31]([C:33]1[CH:38]=[CH:37][CH:36]=[CH:35][CH:34]=1)[NH:32][C:13]([C:12]1[C:11]2[C:6](=[CH:7][CH:8]=[CH:9][CH:10]=2)[N:5]=[C:4]([C:16]2[CH:21]=[CH:20][CH:19]=[CH:18][CH:17]=2)[C:3]=1[O:2][CH3:1])=[O:14])[CH3:30], predict the reactants needed to synthesize it. The reactants are: [CH3:1][O:2][C:3]1[C:4]([C:16]2[CH:21]=[CH:20][CH:19]=[CH:18][CH:17]=2)=[N:5][C:6]2[C:11]([C:12]=1[C:13](Cl)=[O:14])=[CH:10][CH:9]=[CH:8][CH:7]=2.CCN(CC)CC.[CH2:29]([N:31]([C:33]1[CH:38]=[CH:37][CH:36]=[CH:35][CH:34]=1)[NH2:32])[CH3:30]. (6) Given the product [C:40]([O:39][C:37]([N:35]([CH3:36])[C@@H:33]([CH3:34])[C:32]([NH:31][C@@H:27]([CH:28]([CH3:29])[CH3:30])[C:26]([N:22]1[CH2:23][CH2:24][CH2:25][C@H:21]1[C:19]1[CH:20]=[C:15]([N:10]2[C:11]3[CH:12]=[CH:13][CH:14]=[C:6]([C:4]([OH:5])=[O:3])[C:7]=3[CH:8]=[CH:9]2)[CH:16]=[N:17][CH:18]=1)=[O:45])=[O:44])=[O:38])([CH3:43])([CH3:42])[CH3:41], predict the reactants needed to synthesize it. The reactants are: C([O:3][C:4]([C:6]1[C:7]2[CH:8]=[CH:9][N:10]([C:15]3[CH:16]=[N:17][CH:18]=[C:19]([C@@H:21]4[CH2:25][CH2:24][CH2:23][N:22]4[C:26](=[O:45])[C@@H:27]([NH:31][C:32](=[O:44])[C@@H:33]([N:35]([C:37]([O:39][C:40]([CH3:43])([CH3:42])[CH3:41])=[O:38])[CH3:36])[CH3:34])[CH:28]([CH3:30])[CH3:29])[CH:20]=3)[C:11]=2[CH:12]=[CH:13][CH:14]=1)=[O:5])C.[Li+].[OH-].